Dataset: Reaction yield outcomes from USPTO patents with 853,638 reactions. Task: Predict the reaction yield, written as a fraction of the theoretical maximum amount of product (1.0 means a 100% yield; for example, 0.34 means a 34% yield). (1) The catalyst is C(#N)C. The product is [I-:18].[N:1]([C:4]1[CH:5]=[CH:6][C:7]([CH:10]=[CH:11][C:12]2[CH:13]=[CH:14][N+:15]([CH3:19])=[CH:16][CH:17]=2)=[CH:8][CH:9]=1)=[N+:2]=[N-:3]. The yield is 0.680. The reactants are [N:1]([C:4]1[CH:9]=[CH:8][C:7]([CH:10]=[CH:11][C:12]2[CH:17]=[CH:16][N:15]=[CH:14][CH:13]=2)=[CH:6][CH:5]=1)=[N+:2]=[N-:3].[I:18][CH3:19]. (2) The product is [F:1][C:2]1[CH:7]=[CH:6][C:5]([C:10]2[O:9][CH:13]=[CH:12][N:11]=2)=[CH:4][CH:3]=1. The yield is 0.260. The reactants are [F:1][C:2]1[CH:7]=[CH:6][C:5](I)=[CH:4][CH:3]=1.[O:9]1[CH:13]=[CH:12][N:11]=[CH:10]1. The catalyst is CN(C=O)C.[Cu](I)I.C([O-])(=O)C.[Pd+2].C([O-])(=O)C. (3) The reactants are [F:1][C:2]1[CH:33]=[CH:32][C:5]([O:6][C:7]2[CH:12]=[CH:11][C:10]([NH:13][C:14]([C@H:16]3[NH:20][CH2:19][C@H:18]([NH:21][C:22](=[O:31])[O:23][CH2:24][C:25]4[CH:30]=[CH:29][CH:28]=[CH:27][CH:26]=4)[CH2:17]3)=[O:15])=[CH:9][CH:8]=2)=[CH:4][CH:3]=1.[N:34]1([CH2:39][C:40](O)=[O:41])[CH:38]=[N:37][CH:36]=[N:35]1. No catalyst specified. The product is [N:34]1([CH2:39][C:40]([N:20]2[C@H:16]([C:14](=[O:15])[NH:13][C:10]3[CH:11]=[CH:12][C:7]([O:6][C:5]4[CH:4]=[CH:3][C:2]([F:1])=[CH:33][CH:32]=4)=[CH:8][CH:9]=3)[CH2:17][C@@H:18]([NH:21][C:22](=[O:31])[O:23][CH2:24][C:25]3[CH:26]=[CH:27][CH:28]=[CH:29][CH:30]=3)[CH2:19]2)=[O:41])[CH:38]=[N:37][CH:36]=[N:35]1. The yield is 0.720.